This data is from Catalyst prediction with 721,799 reactions and 888 catalyst types from USPTO. The task is: Predict which catalyst facilitates the given reaction. (1) Reactant: [Br:1][C:2]1[CH:3]=[C:4]([C:14]([O-:16])=[O:15])[C:5]2[CH:6]=[N:7][N:8]([CH:11]([CH3:13])[CH3:12])[C:9]=2[CH:10]=1.O1CCCC1.[OH-].[Na+]. Product: [Br:1][C:2]1[CH:3]=[C:4]([C:14]([OH:16])=[O:15])[C:5]2[CH:6]=[N:7][N:8]([CH:11]([CH3:12])[CH3:13])[C:9]=2[CH:10]=1. The catalyst class is: 5. (2) Reactant: [CH:1]([CH:3]([CH2:9][N:10]1[CH2:14][CH:13]([CH2:15][CH2:16][CH3:17])[CH2:12][C:11]1=[O:18])[C:4]([O:6]CC)=O)=O.CCN(CC)CC.[C:26]1([CH2:32][NH:33][NH2:34])[CH:31]=[CH:30][CH:29]=[CH:28][CH:27]=1.Cl.Cl. Product: [CH2:32]([N:33]1[C:4](=[O:6])[CH:3]([CH2:9][N:10]2[CH2:14][CH:13]([CH2:15][CH2:16][CH3:17])[CH2:12][C:11]2=[O:18])[CH:1]=[N:34]1)[C:26]1[CH:31]=[CH:30][CH:29]=[CH:28][CH:27]=1. The catalyst class is: 11. (3) Reactant: [Br:1][C:2]1[CH:7]=[CH:6][C:5](Br)=[CH:4][N:3]=1.C([Li])CCC.[CH3:14][Si:15]([CH3:18])([CH3:17])Cl.O. Product: [Br:1][C:2]1[CH:7]=[CH:6][C:5]([Si:15]([CH3:18])([CH3:17])[CH3:14])=[CH:4][N:3]=1. The catalyst class is: 27. (4) Reactant: [Cl-].[CH2:2]([N+:8]1[CH:12]=[CH:11][N:10]([CH3:13])[CH:9]=1)[CH2:3][CH2:4][CH2:5][CH2:6][CH3:7].[F:14][C:15]([F:23])([S:19]([O-:22])(=[O:21])=[O:20])[CH:16]([F:18])[F:17].[K+].[Cl-].C([N+]1C=CN(C)C=1)CCCCC.CC(C)=O. Product: [F:14][C:15]([F:23])([S:19]([O-:22])(=[O:21])=[O:20])[CH:16]([F:18])[F:17].[CH2:2]([N+:8]1[CH:12]=[CH:11][N:10]([CH3:13])[CH:9]=1)[CH2:3][CH2:4][CH2:5][CH2:6][CH3:7]. The catalyst class is: 21. (5) Reactant: [Cl:1]N1C(=O)CCC1=O.[F:9][C:10]1[CH:11]=[C:12]([N:16]2[C:20]3=[N:21][CH:22]=[CH:23][CH:24]=[C:19]3[CH:18]=[C:17]2[CH:25]([NH:27][C:28](=[O:34])[O:29][C:30]([CH3:33])([CH3:32])[CH3:31])[CH3:26])[CH:13]=[CH:14][CH:15]=1. Product: [Cl:1][C:18]1[C:19]2[C:20](=[N:21][CH:22]=[CH:23][CH:24]=2)[N:16]([C:12]2[CH:13]=[CH:14][CH:15]=[C:10]([F:9])[CH:11]=2)[C:17]=1[CH:25]([NH:27][C:28](=[O:34])[O:29][C:30]([CH3:33])([CH3:32])[CH3:31])[CH3:26]. The catalyst class is: 18.